This data is from Full USPTO retrosynthesis dataset with 1.9M reactions from patents (1976-2016). The task is: Predict the reactants needed to synthesize the given product. (1) Given the product [N:28]1([CH2:27][CH2:26][NH:25][C:22]([C:19]2[CH:18]=[C:17]([C:10]3[C:11]4[C:12](=[N:13][CH:14]=[CH:15][CH:16]=4)[NH:8][N:9]=3)[NH:21][CH:20]=2)=[O:24])[CH2:33][CH2:32][O:31][CH2:30][CH2:29]1, predict the reactants needed to synthesize it. The reactants are: C(N(CC)CC)C.[NH:8]1[C:12]2=[N:13][CH:14]=[CH:15][CH:16]=[C:11]2[C:10]([C:17]2[NH:21][CH:20]=[C:19]([C:22]([OH:24])=O)[CH:18]=2)=[N:9]1.[NH2:25][CH2:26][CH2:27][N:28]1[CH2:33][CH2:32][O:31][CH2:30][CH2:29]1.C(P(=O)(OCC)OCC)#N. (2) The reactants are: [OH:1][C:2]1[CH:7]=[CH:6][C:5]([NH:8][C:9]2[N:14]=[C:13]([C:15]3[CH:16]=[CH:17][C:18]([O:23][CH:24]4[CH2:29][CH2:28][O:27][CH2:26][CH2:25]4)=[C:19]([CH:22]=3)[C:20]#[N:21])[CH:12]=[CH:11][N:10]=2)=[CH:4][C:3]=1[O:30][CH3:31].C([O-])([O-])=O.[K+].[K+].Cl[CH2:39][CH2:40][CH2:41][S:42]([N:45]1[CH2:50][CH2:49][O:48][CH2:47][CH2:46]1)(=[O:44])=[O:43]. Given the product [CH3:31][O:30][C:3]1[CH:4]=[C:5]([NH:8][C:9]2[N:14]=[C:13]([C:15]3[CH:16]=[CH:17][C:18]([O:23][CH:24]4[CH2:29][CH2:28][O:27][CH2:26][CH2:25]4)=[C:19]([CH:22]=3)[C:20]#[N:21])[CH:12]=[CH:11][N:10]=2)[CH:6]=[CH:7][C:2]=1[O:1][CH2:39][CH2:40][CH2:41][S:42]([N:45]1[CH2:50][CH2:49][O:48][CH2:47][CH2:46]1)(=[O:43])=[O:44], predict the reactants needed to synthesize it.